From a dataset of Aqueous solubility values for 9,982 compounds from the AqSolDB database. Regression/Classification. Given a drug SMILES string, predict its absorption, distribution, metabolism, or excretion properties. Task type varies by dataset: regression for continuous measurements (e.g., permeability, clearance, half-life) or binary classification for categorical outcomes (e.g., BBB penetration, CYP inhibition). For this dataset (solubility_aqsoldb), we predict Y. (1) The compound is Cc1ccccc1CO. The Y is -1.09 log mol/L. (2) The compound is CCCCCCCCCCCCCCCCCCCCCC[N+](C)(C)C.COS(=O)(=O)[O-]. The Y is -4.84 log mol/L.